From a dataset of Reaction yield outcomes from USPTO patents with 853,638 reactions. Predict the reaction yield, written as a fraction of the theoretical maximum amount of product (1.0 means a 100% yield; for example, 0.34 means a 34% yield). (1) The reactants are NCC1C=C(NC(OCCC2C=CC(C(N[C:26]3[CH:35]=[CH:34][C:33]4[C:28](=[CH:29][CH:30]=C[C:32]=4[N:36](C(OC(C)(C)C)=O)C(OC(C)(C)C)=O)[CH:27]=3)C(O)=O)=CC=2C)=O)C=CC=1.[CH2:52]1CN([P+](ON2N=NC3C=CC=CC2=3)(N2CCCC2)N2CCCC2)C[CH2:53]1.F[P-](F)(F)(F)(F)F.C(O)(C(F)(F)F)=[O:86]. No catalyst specified. The product is [CH2:52]([C:27]1[C:28]([CH2:29][CH3:30])=[C:33]([CH:34]=[CH:35][CH:26]=1)[C:32]([NH2:36])=[O:86])[CH3:53]. The yield is 0.420. (2) The reactants are Cl[C:2]1[N:7]=[CH:6][C:5]([C:8]([O:10][CH3:11])=[O:9])=[CH:4][N:3]=1.[CH3:12][O:13][CH2:14][CH:15]1[CH2:20][NH:19][CH2:18][CH2:17][NH:16]1.C(N(C(C)C)C(C)C)C. The catalyst is C(Cl)Cl. The product is [CH3:12][O:13][CH2:14][CH:15]1[NH:16][CH2:17][CH2:18][N:19]([C:2]2[N:7]=[CH:6][C:5]([C:8]([O:10][CH3:11])=[O:9])=[CH:4][N:3]=2)[CH2:20]1. The yield is 0.750. (3) The reactants are Cl[C:2]1[CH:7]=[C:6]([C:8]2[CH:13]=[CH:12][CH:11]=[CH:10][N:9]=2)[N:5]=[C:4]([C:14]2[CH:19]=[CH:18][CH:17]=[CH:16][N:15]=2)[CH:3]=1.[CH2:20]([CH2:22][NH2:23])[OH:21]. The catalyst is ClCCl.C(O)(C)C. The product is [OH:21][CH2:20][CH2:22][NH:23][C:2]1[CH:7]=[C:6]([C:8]2[CH:13]=[CH:12][CH:11]=[CH:10][N:9]=2)[N:5]=[C:4]([C:14]2[CH:19]=[CH:18][CH:17]=[CH:16][N:15]=2)[CH:3]=1. The yield is 0.600. (4) The reactants are [C:1](Cl)(=[O:8])[C:2]1[CH:7]=[CH:6][CH:5]=[CH:4][CH:3]=1.[CH3:10][C:11]1[N:16]=[C:15]([N:17]([CH3:24])[C:18]2[CH:23]=[CH:22][CH:21]=[CH:20][CH:19]=2)[N:14]2[N:25]=[CH:26][CH:27]=[C:13]2[N:12]=1.Cl[Sn](Cl)(Cl)Cl. The catalyst is O. The product is [C:1]([C:27]1[CH:26]=[N:25][N:14]2[C:15]([N:17]([CH3:24])[C:18]3[CH:23]=[CH:22][CH:21]=[CH:20][CH:19]=3)=[N:16][C:11]([CH3:10])=[N:12][C:13]=12)(=[O:8])[C:2]1[CH:7]=[CH:6][CH:5]=[CH:4][CH:3]=1. The yield is 0.850. (5) The reactants are [NH2:1][C:2]1[S:3][C:4]([CH3:7])=[N:5][N:6]=1.[CH2:8]([C:20]1[CH:25]=[CH:24][C:23]([S:26](Cl)(=[O:28])=[O:27])=[CH:22][CH:21]=1)[CH2:9][CH2:10][CH2:11][CH2:12][CH2:13][CH2:14][CH2:15][CH2:16][CH2:17][CH2:18][CH3:19].Cl. The catalyst is N1C=CC=CC=1. The yield is 0.840. The product is [CH2:8]([C:20]1[CH:21]=[CH:22][C:23]([S:26]([NH:1][C:2]2[S:3][C:4]([CH3:7])=[N:5][N:6]=2)(=[O:28])=[O:27])=[CH:24][CH:25]=1)[CH2:9][CH2:10][CH2:11][CH2:12][CH2:13][CH2:14][CH2:15][CH2:16][CH2:17][CH2:18][CH3:19]. (6) The reactants are [NH3:1].CO[C:4](=[O:38])[CH:5]([NH:30][C:31]([O:33][C:34]([CH3:37])([CH3:36])[CH3:35])=[O:32])[CH2:6][CH2:7][O:8][C:9]1[CH:14]=[CH:13][C:12]([CH2:15][CH2:16][CH2:17][CH2:18][NH:19][C:20]([O:22][CH2:23][C:24]2[CH:29]=[CH:28][CH:27]=[CH:26][CH:25]=2)=[O:21])=[CH:11][CH:10]=1. The catalyst is CO. The product is [CH2:23]([O:22][C:20](=[O:21])[NH:19][CH2:18][CH2:17][CH2:16][CH2:15][C:12]1[CH:13]=[CH:14][C:9]([O:8][CH2:7][CH2:6][CH:5]([NH:30][C:31]([O:33][C:34]([CH3:37])([CH3:35])[CH3:36])=[O:32])[C:4](=[O:38])[NH2:1])=[CH:10][CH:11]=1)[C:24]1[CH:25]=[CH:26][CH:27]=[CH:28][CH:29]=1. The yield is 0.630. (7) The reactants are [C:1]1([C@H:7]([NH:9][C:10]2[CH:15]=[C:14]([C:16]3[CH:25]=[CH:24][CH:23]=[C:22]4[C:17]=3[CH:18]=[CH:19][CH:20]=[N:21]4)[N:13]=[CH:12][C:11]=2[NH2:26])[CH3:8])[CH:6]=[CH:5][CH:4]=[CH:3][CH:2]=1.N[C:28](N)=[O:29].O. The catalyst is CN1CCCC1=O. The product is [C:1]1([C@H:7]([N:9]2[C:10]3[CH:15]=[C:14]([C:16]4[CH:25]=[CH:24][CH:23]=[C:22]5[C:17]=4[CH:18]=[CH:19][CH:20]=[N:21]5)[N:13]=[CH:12][C:11]=3[NH:26][C:28]2=[O:29])[CH3:8])[CH:2]=[CH:3][CH:4]=[CH:5][CH:6]=1. The yield is 0.324.